From a dataset of Forward reaction prediction with 1.9M reactions from USPTO patents (1976-2016). Predict the product of the given reaction. (1) Given the reactants [Cl:1][CH2:2][C:3]([C:5]1[CH:6]=[C:7]2[C:11](=[CH:12][CH:13]=1)[N:10](S(C1C=CC=CC=1)(=O)=O)[CH2:9][CH2:8]2)=[O:4].S(=O)(=O)(O)O, predict the reaction product. The product is: [Cl:1][CH2:2][C:3]([C:5]1[CH:6]=[C:7]2[C:11](=[CH:12][CH:13]=1)[NH:10][CH2:9][CH2:8]2)=[O:4]. (2) Given the reactants [NH2:1][C:2]1[N:10]=[CH:9][N:8]=[C:7]2[C:3]=1[N:4]=[C:5]([S:15][C:16]1[CH:21]=[C:20]([O:22][CH3:23])[CH:19]=[CH:18][C:17]=1[I:24])[N:6]2[CH2:11][CH2:12][CH2:13][OH:14].C(N(CC)CC)C.[CH3:32][S:33](Cl)(=[O:35])=[O:34], predict the reaction product. The product is: [NH2:1][C:2]1[N:10]=[CH:9][N:8]=[C:7]2[C:3]=1[N:4]=[C:5]([S:15][C:16]1[CH:21]=[C:20]([O:22][CH3:23])[CH:19]=[CH:18][C:17]=1[I:24])[N:6]2[CH2:11][CH2:12][CH2:13][O:14][S:33]([CH3:32])(=[O:35])=[O:34].